Regression. Given a peptide amino acid sequence and an MHC pseudo amino acid sequence, predict their binding affinity value. This is MHC class I binding data. From a dataset of Peptide-MHC class I binding affinity with 185,985 pairs from IEDB/IMGT. (1) The peptide sequence is YGPDVEVNV. The MHC is HLA-B57:01 with pseudo-sequence HLA-B57:01. The binding affinity (normalized) is 0.0847. (2) The peptide sequence is LAIVTTPLV. The MHC is HLA-B46:01 with pseudo-sequence HLA-B46:01. The binding affinity (normalized) is 0.0847. (3) The peptide sequence is VSEKYTDMY. The MHC is HLA-B15:09 with pseudo-sequence HLA-B15:09. The binding affinity (normalized) is 0.0847. (4) The peptide sequence is YVFPVIFSK. The MHC is HLA-B53:01 with pseudo-sequence HLA-B53:01. The binding affinity (normalized) is 0. (5) The peptide sequence is EVHYSGINY. The MHC is HLA-B08:01 with pseudo-sequence HLA-B08:01. The binding affinity (normalized) is 0.0847. (6) The MHC is Mamu-B03 with pseudo-sequence Mamu-B03. The binding affinity (normalized) is 0.0105. The peptide sequence is CLIQKALFMHC. (7) The peptide sequence is SRDWFMLMPK. The MHC is HLA-A68:01 with pseudo-sequence HLA-A68:01. The binding affinity (normalized) is 0.159. (8) The peptide sequence is GMMQNDYGGM. The MHC is HLA-A02:02 with pseudo-sequence HLA-A02:02. The binding affinity (normalized) is 0.571. (9) The peptide sequence is GPAFVRTKL. The MHC is HLA-B08:02 with pseudo-sequence HLA-B08:02. The binding affinity (normalized) is 0.0847. (10) The peptide sequence is VMGVIGFGF. The MHC is HLA-B15:17 with pseudo-sequence HLA-B15:17. The binding affinity (normalized) is 0.0847.